Dataset: Reaction yield outcomes from USPTO patents with 853,638 reactions. Task: Predict the reaction yield, written as a fraction of the theoretical maximum amount of product (1.0 means a 100% yield; for example, 0.34 means a 34% yield). The product is [Br:17][C:4]1[C:5]([OH:11])=[C:6]([C:8](=[O:10])[CH3:9])[CH:7]=[C:2]([F:1])[C:3]=1[CH3:12]. The yield is 0.710. No catalyst specified. The reactants are [F:1][C:2]1[C:3]([CH3:12])=[CH:4][C:5]([OH:11])=[C:6]([C:8](=[O:10])[CH3:9])[CH:7]=1.C(O)(=O)C.[Br:17]N1C(=O)CCC1=O.